From a dataset of Full USPTO retrosynthesis dataset with 1.9M reactions from patents (1976-2016). Predict the reactants needed to synthesize the given product. (1) The reactants are: [F:1][C:2]([F:28])([C:18]1[CH:23]=[CH:22][C:21]([C:24]([F:27])([F:26])[F:25])=[CH:20][CH:19]=1)[CH2:3][N:4]1[CH2:9][CH2:8][CH:7]([NH:10]C(=O)OC(C)(C)C)[CH2:6][CH2:5]1.C(O)(C(F)(F)F)=O. Given the product [F:28][C:2]([F:1])([C:18]1[CH:23]=[CH:22][C:21]([C:24]([F:25])([F:26])[F:27])=[CH:20][CH:19]=1)[CH2:3][N:4]1[CH2:5][CH2:6][CH:7]([NH2:10])[CH2:8][CH2:9]1, predict the reactants needed to synthesize it. (2) The reactants are: [S:1]1[C:5]2[CH:6]=[C:7]([CH2:9]O)[NH:8][C:4]=2[N:3]=[CH:2]1.FC(F)(F)C(O)=O.C([SiH](CC)CC)C.C(=O)(O)[O-].[Na+]. Given the product [CH3:9][C:7]1[NH:8][C:4]2[N:3]=[CH:2][S:1][C:5]=2[CH:6]=1, predict the reactants needed to synthesize it. (3) Given the product [C:8]([C:4]1[CH:5]=[C:6]([CH3:7])[N:2]([CH3:1])[N:3]=1)(=[O:10])[CH3:13], predict the reactants needed to synthesize it. The reactants are: [CH3:1][N:2]1[C:6]([CH3:7])=[CH:5][C:4]([C:8]([O:10]CC)=O)=[N:3]1.[CH3:13][Si](Cl)(C)C.C[Li]. (4) Given the product [C:15]1([CH2:14][NH:21][C:22]([CH:2]([C:3]([O:5][CH2:6][CH3:7])=[O:4])[C:1]([O:9][CH2:10][CH3:11])=[O:8])=[O:23])[CH:20]=[CH:19][CH:18]=[CH:17][CH:16]=1, predict the reactants needed to synthesize it. The reactants are: [C:1]([O:9][CH2:10][CH3:11])(=[O:8])[CH2:2][C:3]([O:5][CH2:6][CH3:7])=[O:4].[H-].[Na+].[CH2:14]([N:21]=[C:22]=[O:23])[C:15]1[CH:20]=[CH:19][CH:18]=[CH:17][CH:16]=1.Cl. (5) Given the product [I:38][C:9]1[CH:14]=[C:13]([C:15]2[CH:20]=[C:19]([CH3:21])[CH:18]=[CH:17][C:16]=2[O:22][CH3:23])[N:12]=[C:11]([N:24]2[C:28]([C:29]([F:32])([F:31])[F:30])=[C:27]([C:33]([O:35][CH2:36][CH3:37])=[O:34])[CH:26]=[N:25]2)[CH:10]=1, predict the reactants needed to synthesize it. The reactants are: N(OC(C)(C)C)=O.N[C:9]1[CH:14]=[C:13]([C:15]2[CH:20]=[C:19]([CH3:21])[CH:18]=[CH:17][C:16]=2[O:22][CH3:23])[N:12]=[C:11]([N:24]2[C:28]([C:29]([F:32])([F:31])[F:30])=[C:27]([C:33]([O:35][CH2:36][CH3:37])=[O:34])[CH:26]=[N:25]2)[CH:10]=1.[I:38]I. (6) Given the product [F:25][C:26]1[CH:27]=[C:28]([N:33]2[C:5]([C:7]3[C:12](=[O:13])[CH:11]=[CH:10][N:9]([C:14]4[CH:19]=[CH:18][CH:17]=[C:16]([S:20]([CH3:23])(=[O:22])=[O:21])[CH:15]=4)[N:8]=3)=[CH:4][CH:3]=[N:2]2)[CH:29]=[CH:30][C:31]=1[CH3:32], predict the reactants needed to synthesize it. The reactants are: C[N:2](C)/[CH:3]=[CH:4]/[C:5]([C:7]1[C:12](=[O:13])[CH:11]=[CH:10][N:9]([C:14]2[CH:19]=[CH:18][CH:17]=[C:16]([S:20]([CH3:23])(=[O:22])=[O:21])[CH:15]=2)[N:8]=1)=O.[F:25][C:26]1[CH:27]=[C:28]([NH:33]N)[CH:29]=[CH:30][C:31]=1[CH3:32].